This data is from Full USPTO retrosynthesis dataset with 1.9M reactions from patents (1976-2016). The task is: Predict the reactants needed to synthesize the given product. (1) Given the product [C:31]([O:17][CH2:16][C:13]1[CH:14]=[CH:15][N:10]2[N:9]=[C:8]([C:5]3[CH:4]=[CH:3][C:2]([F:1])=[CH:7][CH:6]=3)[C:18]([C:19]3[CH:20]=[CH:21][N:22]=[CH:23][CH:24]=3)=[C:11]2[CH:12]=1)(=[O:32])[C:28]1[CH:29]=[CH:30][N:25]=[CH:26][CH:27]=1, predict the reactants needed to synthesize it. The reactants are: [F:1][C:2]1[CH:7]=[CH:6][C:5]([C:8]2[C:18]([C:19]3[CH:24]=[CH:23][N:22]=[CH:21][CH:20]=3)=[C:11]3[CH:12]=[C:13]([CH2:16][OH:17])[CH:14]=[CH:15][N:10]3[N:9]=2)=[CH:4][CH:3]=1.[N:25]1[CH:30]=[CH:29][C:28]([C:31](O)=[O:32])=[CH:27][CH:26]=1.C(P(=O)(OCC)OCC)#N.C(N(CC)CC)C. (2) The reactants are: [CH2:1]([C:8]1[C:9]([OH:27])=[N:10][C:11]([N:14]2[CH2:19][CH2:18][N:17]([C:20]([O:22][C:23]([CH3:26])([CH3:25])[CH3:24])=[O:21])[CH2:16][CH2:15]2)=[N:12][CH:13]=1)[C:2]1[CH:7]=[CH:6][CH:5]=[CH:4][CH:3]=1.C(N(CC)CC)C.[F:35][C:36]([F:49])([F:48])[S:37](O[S:37]([C:36]([F:49])([F:48])[F:35])(=[O:39])=[O:38])(=[O:39])=[O:38]. Given the product [CH2:1]([C:8]1[C:9]([O:27][S:37]([C:36]([F:49])([F:48])[F:35])(=[O:39])=[O:38])=[N:10][C:11]([N:14]2[CH2:15][CH2:16][N:17]([C:20]([O:22][C:23]([CH3:24])([CH3:26])[CH3:25])=[O:21])[CH2:18][CH2:19]2)=[N:12][CH:13]=1)[C:2]1[CH:7]=[CH:6][CH:5]=[CH:4][CH:3]=1, predict the reactants needed to synthesize it. (3) The reactants are: [NH2:1][C:2]1[N:11]=[C:10]([CH3:12])[C:9]2[C:8](=[O:13])[CH2:7][CH:6]([C:14]3[CH:19]=[CH:18][C:17]([F:20])=[CH:16][C:15]=3Br)[CH2:5][C:4]=2[N:3]=1.[CH3:22][O:23][C:24]1[CH:29]=[CH:28][CH:27]=[C:26](B2OC(C)(C)C(C)(C)O2)[N:25]=1.C([O-])([O-])=O.[K+].[K+]. Given the product [NH2:1][C:2]1[N:11]=[C:10]([CH3:12])[C:9]2[C:8](=[O:13])[CH2:7][CH:6]([C:14]3[CH:19]=[CH:18][C:17]([F:20])=[CH:16][C:15]=3[C:26]3[CH:27]=[CH:28][CH:29]=[C:24]([O:23][CH3:22])[N:25]=3)[CH2:5][C:4]=2[N:3]=1, predict the reactants needed to synthesize it. (4) Given the product [CH2:3]([O:10][C:11]([NH:13][C@@H:14]1[CH2:19][CH2:18][C@H:17]([CH2:20][OH:21])[CH2:16][CH2:15]1)=[O:12])[C:4]1[CH:5]=[CH:6][CH:7]=[CH:8][CH:9]=1, predict the reactants needed to synthesize it. The reactants are: N#N.[CH2:3]([O:10][C:11]([NH:13][C@@H:14]1[CH2:19][CH2:18][C@H:17]([C:20](O)=[O:21])[CH2:16][CH2:15]1)=[O:12])[C:4]1[CH:9]=[CH:8][CH:7]=[CH:6][CH:5]=1.S(C)C.[BH4-].[Na+].